Dataset: Experimentally validated miRNA-target interactions with 360,000+ pairs, plus equal number of negative samples. Task: Binary Classification. Given a miRNA mature sequence and a target amino acid sequence, predict their likelihood of interaction. (1) The miRNA is hsa-miR-4770 with sequence UGAGAUGACACUGUAGCU. The protein sequence of the target gene is MNRLPDDYDPYAVEEPSDEEPALSSSEDEVDVLLHGTPDQKRKLIRECLTGESESSSEDEFEKEMEAELNSTMKTMEDKLSSLGTGSSSGNGKVATAPTRYYDDIYFDSDSEDEDRAVQVTKKKKKKQHKIPTNDELLYDPEKDNRDQAWVDAQRRGYHGLGPQRSRQQQPVPNSDAVLNCPACMTTLCLDCQRHESYKTQYRAMFVMNCSINKEEVLRYKASENRKKRRVHKKMRSNREDAAEKAETDVEEIYHPVMCTECSTEVAVYDKDEVFHFFNVLASHS. Result: 0 (no interaction). (2) The miRNA is mmu-miR-6393 with sequence CUGCCCACGAAGCACACUGAGU. The protein sequence of the target gene is MKPQFVGILLSSLLGAALGNRMRCYNCGGSPSSSCKEAVTTCGEGRPQPGLEQIKLPGNPPVTLIHQHPACVAAHHCNQVETESVGDVTYPAHRDCYLGDLCNSAVASHVAPAGILAAAATALTCLLPGLWSG. Result: 0 (no interaction).